From a dataset of Full USPTO retrosynthesis dataset with 1.9M reactions from patents (1976-2016). Predict the reactants needed to synthesize the given product. Given the product [OH:4][CH2:5][CH2:6][CH2:7][C:8]1[C:9]([CH:13]([CH3:15])[CH3:14])=[N:10][N:11]([C:17]2[N:22]=[N:21][C:20]([C:23]#[N:24])=[CH:19][CH:18]=2)[CH:12]=1, predict the reactants needed to synthesize it. The reactants are: COC[O:4][CH2:5][CH2:6][CH2:7][C:8]1[C:9]([CH:13]([CH3:15])[CH3:14])=[N:10][NH:11][CH:12]=1.Cl[C:17]1[N:22]=[N:21][C:20]([C:23]#[N:24])=[CH:19][CH:18]=1.[H-].[Na+].[H][H].